From a dataset of Catalyst prediction with 721,799 reactions and 888 catalyst types from USPTO. Predict which catalyst facilitates the given reaction. (1) Reactant: I[C:2]1[CH:7]=[CH:6][N:5]2[C:8]([C:11]3[CH:16]=[CH:15][C:14]([N:17]4[C@@H:21]([C:22]5[CH:27]=[CH:26][CH:25]=[CH:24][CH:23]=5)[C:20]([CH3:29])([CH3:28])[O:19][C:18]4=[O:30])=[CH:13][CH:12]=3)=[N:9][N:10]=[C:4]2[CH:3]=1.[C:31]([Zn]C#N)#[N:32]. Product: [CH3:29][C:20]1([CH3:28])[O:19][C:18](=[O:30])[N:17]([C:14]2[CH:13]=[CH:12][C:11]([C:8]3[N:5]4[CH:6]=[CH:7][C:2]([C:31]#[N:32])=[CH:3][C:4]4=[N:10][N:9]=3)=[CH:16][CH:15]=2)[C@H:21]1[C:22]1[CH:23]=[CH:24][CH:25]=[CH:26][CH:27]=1. The catalyst class is: 128. (2) Reactant: C([O:8][C:9]1[CH:10]=[CH:11][C:12]2[C:13]3[N:21]([CH2:22][CH:23]([CH3:25])[CH3:24])[C:20]([CH3:26])=[N:19][C:14]=3[CH:15]=[N:16][C:17]=2[CH:18]=1)C1C=CC=CC=1.[H][H]. Product: [CH3:26][C:20]1[N:21]([CH2:22][CH:23]([CH3:25])[CH3:24])[C:13]2[C:12]3[CH:11]=[CH:10][C:9]([OH:8])=[CH:18][C:17]=3[N:16]=[CH:15][C:14]=2[N:19]=1. The catalyst class is: 63. (3) Reactant: C[O:2][C:3](=[O:36])[CH2:4][C:5]1[CH:10]=[CH:9][C:8]([Cl:11])=[C:7]([O:12][CH2:13][CH2:14][N:15]2[CH2:20][CH:19]([CH3:21])[N:18]([C:22]3[S:23][C:24]4[CH:30]=[C:29]([C:31]([F:34])([F:33])[F:32])[CH:28]=[CH:27][C:25]=4[N:26]=3)[CH:17]([CH3:35])[CH2:16]2)[CH:6]=1.[OH-].[Na+].O1CCCC1.Cl. Product: [Cl:11][C:8]1[CH:9]=[CH:10][C:5]([CH2:4][C:3]([OH:36])=[O:2])=[CH:6][C:7]=1[O:12][CH2:13][CH2:14][N:15]1[CH2:20][CH:19]([CH3:21])[N:18]([C:22]2[S:23][C:24]3[CH:30]=[C:29]([C:31]([F:34])([F:32])[F:33])[CH:28]=[CH:27][C:25]=3[N:26]=2)[CH:17]([CH3:35])[CH2:16]1. The catalyst class is: 5. (4) Reactant: Br[C:2]1[CH:3]=[C:4]([C:9]2[CH:21]=[CH:20][C:12]3[NH:13][C:14](=[O:19])[O:15][C:16]([CH3:18])([CH3:17])[C:11]=3[CH:10]=2)[CH:5]=[C:6]([F:8])[CH:7]=1.[S:22]1[CH:26]=[CH:25][C:24](B(O)O)=[CH:23]1. Product: [F:8][C:6]1[CH:5]=[C:4]([C:9]2[CH:21]=[CH:20][C:12]3[NH:13][C:14](=[O:19])[O:15][C:16]([CH3:18])([CH3:17])[C:11]=3[CH:10]=2)[CH:3]=[C:2]([C:24]2[CH:25]=[CH:26][S:22][CH:23]=2)[CH:7]=1. The catalyst class is: 6. (5) Reactant: [F:1][C:2]([F:13])([C:6]1[CH:11]=[CH:10][C:9]([F:12])=[CH:8][CH:7]=1)[C:3]([OH:5])=O.CN(C(ON1N=NC2C=CC=NC1=2)=[N+](C)C)C.F[P-](F)(F)(F)(F)F.[NH2:38][C:39]1[C:43]([C:44]([NH2:46])=[O:45])=[CH:42][N:41]([CH3:47])[N:40]=1. Product: [F:13][C:2]([F:1])([C:6]1[CH:11]=[CH:10][C:9]([F:12])=[CH:8][CH:7]=1)[C:3]([NH:38][C:39]1[C:43]([C:44]([NH2:46])=[O:45])=[CH:42][N:41]([CH3:47])[N:40]=1)=[O:5]. The catalyst class is: 1. (6) Reactant: [OH:1][C@H:2]1[CH2:6][N:5](C(OC(C)(C)C)=O)[C@H:4]([CH:14]([CH3:16])[CH3:15])[CH2:3]1.[F:17][C:18]([F:23])([F:22])[C:19]([OH:21])=[O:20]. Product: [CH3:15][CH:14]([C@H:4]1[NH:5][CH2:6][C@H:2]([OH:1])[CH2:3]1)[CH3:16].[C:19]([OH:21])([C:18]([F:23])([F:22])[F:17])=[O:20]. The catalyst class is: 4.